Dataset: Full USPTO retrosynthesis dataset with 1.9M reactions from patents (1976-2016). Task: Predict the reactants needed to synthesize the given product. (1) Given the product [C:7]1([CH2:19][C:5]#[N:6])[CH:8]=[N:9][N:10]2[CH:15]=[CH:14][C:13]3[O:16][CH:17]=[CH:18][C:12]=3[C:11]=12, predict the reactants needed to synthesize it. The reactants are: C[Si]([C:5]#[N:6])(C)C.[C:7]1([CH2:19]O)[CH:8]=[N:9][N:10]2[CH:15]=[CH:14][C:13]3[O:16][CH:17]=[CH:18][C:12]=3[C:11]=12. (2) Given the product [C:1]([O:5][C:6]([NH:8][C@@H:9]([CH2:10][CH2:11][C:12](=[O:14])[CH:42]=[N+:40]=[N-:41])[C:15]([O:17][CH2:18][C:19]1[CH:24]=[CH:23][CH:22]=[CH:21][CH:20]=1)=[O:16])=[O:7])([CH3:2])([CH3:3])[CH3:4], predict the reactants needed to synthesize it. The reactants are: [C:1]([O:5][C:6]([NH:8][C@H:9]([C:15]([O:17][CH2:18][C:19]1[CH:24]=[CH:23][CH:22]=[CH:21][CH:20]=1)=[O:16])[CH2:10][CH2:11][C:12]([O-:14])=O)=[O:7])([CH3:4])([CH3:3])[CH3:2].C(OC(Cl)=O)C(C)C.C(N(CC)CC)C.[N+:40](=[CH2:42])=[N-:41]. (3) Given the product [N:1]1[CH:6]=[CH:5][CH:4]=[CH:3][C:2]=1[CH2:7][CH2:8][NH:9][C:10]([C:12]1[C:13]([C:18]2[CH:23]=[CH:22][CH:21]=[CH:20][C:19]=2[CH2:24][NH:25][C:45]([O:47][C@H:48]([CH3:55])[C:49]2[CH:54]=[CH:53][CH:52]=[CH:51][CH:50]=2)=[O:46])=[CH:14][CH:15]=[CH:16][CH:17]=1)=[O:11], predict the reactants needed to synthesize it. The reactants are: [N:1]1[CH:6]=[CH:5][CH:4]=[CH:3][C:2]=1[CH2:7][CH2:8][NH:9][C:10]([C:12]1[C:13]([C:18]2[CH:23]=[CH:22][CH:21]=[CH:20][C:19]=2[CH2:24][NH2:25])=[CH:14][CH:15]=[CH:16][CH:17]=1)=[O:11].N1C=CC=CC=1CCNC(C1C(C2C=CC=CC=2)=CC=CC=1CN[C:45]([O:47][CH:48]([CH3:55])[C:49]1[CH:54]=[CH:53][CH:52]=[CH:51][CH:50]=1)=[O:46])=O. (4) Given the product [OH:28][N:27]=[CH:20][C:21]([NH:6][C:5]1[CH:7]=[CH:8][CH:9]=[CH:10][C:4]=1[CH:1]([CH3:3])[CH3:2])=[O:23], predict the reactants needed to synthesize it. The reactants are: [CH:1]([C:4]1[CH:10]=[CH:9][CH:8]=[CH:7][C:5]=1[NH2:6])([CH3:3])[CH3:2].[O-]S([O-])(=O)=O.[Na+].[Na+].Cl.Cl[C:20](Cl)(Cl)[CH:21]([OH:23])O.Cl.[NH2:27][OH:28].